This data is from Full USPTO retrosynthesis dataset with 1.9M reactions from patents (1976-2016). The task is: Predict the reactants needed to synthesize the given product. (1) Given the product [Cl:24][C:25]1[CH:34]=[C:33]([CH2:35][N:10]2[CH2:9][CH2:8][CH:7]([CH2:6][N:5]([C@@H:13]3[CH2:15][C@H:14]3[C:16]3[CH:21]=[CH:20][CH:19]=[CH:18][CH:17]=3)[C:3](=[O:4])[C:2]([F:1])([F:22])[F:23])[CH2:12][CH2:11]2)[CH:32]=[CH:31][C:26]=1[C:27]([O:29][CH3:30])=[O:28], predict the reactants needed to synthesize it. The reactants are: [F:1][C:2]([F:23])([F:22])[C:3]([N:5]([C@@H:13]1[CH2:15][C@H:14]1[C:16]1[CH:21]=[CH:20][CH:19]=[CH:18][CH:17]=1)[CH2:6][CH:7]1[CH2:12][CH2:11][NH:10][CH2:9][CH2:8]1)=[O:4].[Cl:24][C:25]1[CH:34]=[C:33]([CH:35]=O)[CH:32]=[CH:31][C:26]=1[C:27]([O:29][CH3:30])=[O:28].C(O[BH-](OC(=O)C)OC(=O)C)(=O)C.[Na+]. (2) Given the product [CH:1]1[C:6]([C:7]2[O:17][C:16]3[CH:15]=[C:14]([OH:18])[CH:13]=[C:12]([OH:19])[C:11]=3[C:9](=[O:10])[C:8]=2[OH:20])=[CH:5][C:4]([OH:21])=[C:3]([OH:22])[CH:2]=1.[N:23]1([C:35](=[O:36])[C:34]2[N:32]([CH3:33])[CH:31]=[N:30][C:29]=2[N:27]([CH3:28])[C:25]1=[O:26])[CH3:24], predict the reactants needed to synthesize it. The reactants are: [CH:1]1[C:6]([C:7]2[O:17][C:16]3[CH:15]=[C:14]([OH:18])[CH:13]=[C:12]([OH:19])[C:11]=3[C:9](=[O:10])[C:8]=2[OH:20])=[CH:5][C:4]([OH:21])=[C:3]([OH:22])[CH:2]=1.[N:23]1([C:35](=[O:36])[C:34]2[N:32]([CH3:33])[CH:31]=[N:30][C:29]=2[N:27]([CH3:28])[C:25]1=[O:26])[CH3:24]. (3) Given the product [OH:8][CH2:9][N:5]1[CH:6]=[CH:7][C:3]([C:1]#[N:2])=[CH:4]1, predict the reactants needed to synthesize it. The reactants are: [C:1]([C:3]1[CH:7]=[CH:6][NH:5][CH:4]=1)#[N:2].[O:8]1CCC[CH2:9]1.C=O.[OH-].C([N+](CCCC)(CCCC)CCCC)CCC. (4) The reactants are: [Br:1][C:2]1[CH:3]=[C:4]([C:8]([NH:11][C:12]2[CH:17]=[CH:16][C:15]([I:18])=[CH:14][C:13]=2[F:19])=[CH:9][N:10]=1)[C:5](O)=[O:6].C(N1C=CN=C1)([N:22]1C=CN=C1)=O.C([O-])(=O)C.[NH4+].O. Given the product [Br:1][C:2]1[CH:3]=[C:4]([C:8]([NH:11][C:12]2[CH:17]=[CH:16][C:15]([I:18])=[CH:14][C:13]=2[F:19])=[CH:9][N:10]=1)[C:5]([NH2:22])=[O:6], predict the reactants needed to synthesize it. (5) Given the product [CH3:16][O:17][C:18]1[CH:19]=[C:20]([CH3:29])[C:21]([S:25]([N:1]2[CH2:6][CH2:5][CH2:4][CH2:3][CH:2]2[CH2:7][OH:8])(=[O:26])=[O:27])=[C:22]([CH3:24])[CH:23]=1, predict the reactants needed to synthesize it. The reactants are: [NH:1]1[CH2:6][CH2:5][CH2:4][CH2:3][CH:2]1[CH2:7][OH:8].C(N(CC)CC)C.[CH3:16][O:17][C:18]1[CH:23]=[C:22]([CH3:24])[C:21]([S:25](Cl)(=[O:27])=[O:26])=[C:20]([CH3:29])[CH:19]=1. (6) The reactants are: [C:1]([C:5]1[CH:6]=[C:7]([NH:18][C:19]([NH:21][C@@H:22]2[C:31]3[C:26](=[CH:27][CH:28]=[CH:29][CH:30]=3)[C@H:25]([O:32][C:33]3[CH:34]=[CH:35][C:36]4[N:37]([C:39]([N:42]5[CH2:47][CH2:46][CH2:45][CH2:44][C@@H:43]5[CH3:48])=[N:40][N:41]=4)[CH:38]=3)[CH2:24][CH2:23]2)=[O:20])[N:8]([C:10]2[CH:15]=[CH:14][CH:13]=[C:12]([CH2:16][OH:17])[CH:11]=2)[N:9]=1)([CH3:4])([CH3:3])[CH3:2].CCN(C(C)C)C(C)C.[CH3:58][S:59](Cl)(=[O:61])=[O:60]. Given the product [C:1]([C:5]1[CH:6]=[C:7]([NH:18][C:19]([NH:21][C@@H:22]2[C:31]3[C:26](=[CH:27][CH:28]=[CH:29][CH:30]=3)[C@H:25]([O:32][C:33]3[CH:34]=[CH:35][C:36]4[N:37]([C:39]([N:42]5[CH2:47][CH2:46][CH2:45][CH2:44][C@@H:43]5[CH3:48])=[N:40][N:41]=4)[CH:38]=3)[CH2:24][CH2:23]2)=[O:20])[N:8]([C:10]2[CH:11]=[C:12]([CH:13]=[CH:14][CH:15]=2)[CH2:16][O:17][S:59]([CH3:58])(=[O:61])=[O:60])[N:9]=1)([CH3:4])([CH3:2])[CH3:3], predict the reactants needed to synthesize it.